Dataset: Forward reaction prediction with 1.9M reactions from USPTO patents (1976-2016). Task: Predict the product of the given reaction. (1) Given the reactants C(OC(=O)NCC(=O)[NH:10][C:11]1[CH:12]=[C:13]2[C:18](=[CH:19][CH:20]=1)[N:17]=[CH:16][N:15]=[C:14]2[NH:21][C:22]1[CH:27]=[CH:26][C:25]([O:28][CH2:29][C:30]2[CH:35]=[CH:34]C=C(F)C=2)=[C:24]([Cl:37])[CH:23]=1)(C)(C)C.C(OC([N:47]1CC[CH2:49][C@H:48]1C(O)=O)=O)(C)(C)C, predict the reaction product. The product is: [Cl:37][C:24]1[CH:23]=[C:22]([NH:21][C:14]2[C:13]3[C:18](=[CH:19][CH:20]=[C:11]([NH2:10])[CH:12]=3)[N:17]=[CH:16][N:15]=2)[CH:27]=[CH:26][C:25]=1[O:28][CH2:29][C:30]1[CH:35]=[CH:34][CH:49]=[CH:48][N:47]=1. (2) Given the reactants [Br:1][CH2:2][CH2:3][OH:4].N1C=CN=C1.[Si:10](Cl)([C:13]([CH3:16])([CH3:15])[CH3:14])([CH3:12])[CH3:11].O, predict the reaction product. The product is: [Br:1][CH2:2][CH2:3][O:4][Si:10]([C:13]([CH3:16])([CH3:15])[CH3:14])([CH3:12])[CH3:11]. (3) Given the reactants C[O:2][C:3](=[O:31])[C:4]([O:7][C:8]1[CH:30]=[CH:29][C:11]2[C:12]3[N:16]([CH2:17][CH2:18][O:19][C:10]=2[CH:9]=1)[CH:15]=[C:14]([C:20]1[N:21]([CH:26]([CH3:28])[CH3:27])[N:22]=[C:23]([CH3:25])[N:24]=1)[N:13]=3)([CH3:6])[CH3:5].[OH-].[Na+], predict the reaction product. The product is: [CH:26]([N:21]1[C:20]([C:14]2[N:13]=[C:12]3[N:16]([CH2:17][CH2:18][O:19][C:10]4[CH:9]=[C:8]([O:7][C:4]([CH3:5])([CH3:6])[C:3]([OH:31])=[O:2])[CH:30]=[CH:29][C:11]=43)[CH:15]=2)=[N:24][C:23]([CH3:25])=[N:22]1)([CH3:28])[CH3:27]. (4) Given the reactants [F:1][C:2]1[CH:3]=[C:4]([CH:6]=[CH:7][CH:8]=1)[NH2:5].N1C=CC=CC=1.[Cl:15][CH2:16][CH2:17][C:18](Cl)=[O:19], predict the reaction product. The product is: [Cl:15][CH2:16][CH2:17][C:18]([NH:5][C:4]1[CH:6]=[CH:7][CH:8]=[C:2]([F:1])[CH:3]=1)=[O:19]. (5) Given the reactants [C:1]([C:5]1[CH:37]=[CH:36][C:8]([C:9]([NH:11][C:12]2[CH:17]=[CH:16][CH:15]=[C:14]([C:18]3[C:19]4[CH:26]=[C:25]([C:27]5[CH2:32][CH2:31][C:30](=[O:33])[CH2:29][CH:28]=5)[NH:24][C:20]=4[N:21]=[CH:22][N:23]=3)[C:13]=2[CH2:34][OH:35])=[O:10])=[CH:7][CH:6]=1)([CH3:4])([CH3:3])[CH3:2].O.O.O.O.O.O.O.[Cl-].[Ce+3].[Cl-].[Cl-].[BH4-].[Na+].O, predict the reaction product. The product is: [C:1]([C:5]1[CH:6]=[CH:7][C:8]([C:9]([NH:11][C:12]2[CH:17]=[CH:16][CH:15]=[C:14]([C:18]3[C:19]4[CH:26]=[C:25]([C:27]5[CH2:32][CH2:31][CH:30]([OH:33])[CH2:29][CH:28]=5)[NH:24][C:20]=4[N:21]=[CH:22][N:23]=3)[C:13]=2[CH2:34][OH:35])=[O:10])=[CH:36][CH:37]=1)([CH3:4])([CH3:2])[CH3:3].